From a dataset of Reaction yield outcomes from USPTO patents with 853,638 reactions. Predict the reaction yield, written as a fraction of the theoretical maximum amount of product (1.0 means a 100% yield; for example, 0.34 means a 34% yield). (1) The reactants are Cl[C:2]1[C:7]2[CH2:8][N:9]([CH:12]([C:14]3[N:15]=[N:16][C:17]([O:21][CH2:22][C:23]([F:26])([F:25])[F:24])=[C:18]([CH3:20])[CH:19]=3)[CH3:13])[C:10](=[O:11])[C:6]=2[CH:5]=[CH:4][N:3]=1.[CH:27]([O:29][C:30]1[CH:35]=[CH:34][CH:33]=[CH:32][CH:31]=1)=[O:28]. No catalyst specified. The product is [CH3:20][C:18]1[CH:19]=[C:14]([CH:12]([N:9]2[C:10](=[O:11])[C:6]3[CH:5]=[CH:4][N:3]=[C:2]([C:27]([O:29][C:30]4[CH:35]=[CH:34][CH:33]=[CH:32][CH:31]=4)=[O:28])[C:7]=3[CH2:8]2)[CH3:13])[N:15]=[N:16][C:17]=1[O:21][CH2:22][C:23]([F:26])([F:25])[F:24]. The yield is 0.520. (2) The reactants are [C:1]([O:5][C:6](=[O:19])[N:7]([CH2:9][CH2:10][C@H:11]1[CH2:16][CH2:15][C@H:14]([CH2:17][OH:18])[CH2:13][CH2:12]1)[CH3:8])([CH3:4])([CH3:3])[CH3:2].I([O-])(=O)(=O)=[O:21].[Na+]. The catalyst is C(Cl)(Cl)(Cl)Cl.O.C(#N)C.O.[Ru](Cl)(Cl)Cl. The product is [C:1]([O:5][C:6]([N:7]([CH3:8])[CH2:9][CH2:10][C@H:11]1[CH2:12][CH2:13][C@H:14]([C:17]([OH:21])=[O:18])[CH2:15][CH2:16]1)=[O:19])([CH3:3])([CH3:2])[CH3:4]. The yield is 0.960. (3) The reactants are [OH:1][CH:2]([CH2:20][C:21]1[CH:26]=[CH:25][CH:24]=[CH:23][CH:22]=1)[CH2:3][CH2:4][C@H:5]1[CH2:10][CH2:9][CH2:8][C:7](=[O:11])[N:6]1[CH2:12][CH2:13][CH2:14][CH2:15][O:16][CH2:17][C:18]#[N:19].[H][H]. The catalyst is [Ni].CO. The product is [NH2:19][CH2:18][CH2:17][O:16][CH2:15][CH2:14][CH2:13][CH2:12][N:6]1[C@@H:5]([CH2:4][CH2:3][CH:2]([OH:1])[CH2:20][C:21]2[CH:22]=[CH:23][CH:24]=[CH:25][CH:26]=2)[CH2:10][CH2:9][CH2:8][C:7]1=[O:11]. The yield is 0.650. (4) The reactants are [Cl:1][C:2]1[N:7]=[C:6](Cl)[C:5]([N+:9]([O-:11])=[O:10])=[CH:4][N:3]=1.COCC[C:16]1[CH:21]=[CH:20][C:19]([NH2:22])=[CH:18][CH:17]=1.[O:23]1[CH2:28]C[O:26][CH2:25][CH2:24]1. No catalyst specified. The product is [Cl:1][C:2]1[N:7]=[C:6]([NH:22][C:19]2[CH:18]=[CH:17][C:16]([O:26][CH2:25][CH2:24][O:23][CH3:28])=[CH:21][CH:20]=2)[C:5]([N+:9]([O-:11])=[O:10])=[CH:4][N:3]=1. The yield is 0.400. (5) The reactants are [O:1]=[C:2]1[CH2:11][CH2:10][CH2:9][C:8]2[CH:7]=[C:6]([C:12]([NH2:14])=[O:13])[CH:5]=[CH:4][C:3]1=2.C([O-])([O-])=O.[K+].[K+].[OH-].[K+].[CH3:23][S:24](Cl)(=[O:26])=[O:25]. The catalyst is O1CCCC1.S([O-])(O)(=O)=O.C([N+](CCCC)(CCCC)CCCC)CCC.C(OCC)(=O)C. The product is [O:1]=[C:2]1[CH2:11][CH2:10][CH2:9][C:8]2[CH:7]=[C:6]([C:12]([NH:14][S:24]([CH3:23])(=[O:26])=[O:25])=[O:13])[CH:5]=[CH:4][C:3]1=2. The yield is 0.860. (6) The yield is 0.790. The catalyst is CN(C=O)C.O. The reactants are [CH3:1][C:2]1[CH:6]=[C:5]([CH3:7])[NH:4][N:3]=1.[H-].[Na+].[CH3:10][S:11]([O:14][C:15]1[CH:16]=[C:17]2[C:42](=[CH:43][C:44]=1[CH3:45])[O:41][C:20]1([CH2:29][C:28]([CH3:31])([CH3:30])[C:27]3[C:22](=[CH:23][C:24]([CH3:40])=[C:25]([O:32][CH2:33][CH2:34]OS(C)(=O)=O)[CH:26]=3)[O:21]1)[CH2:19][C:18]2([CH3:47])[CH3:46])(=[O:13])=[O:12].Cl. The product is [CH3:10][S:11]([O:14][C:15]1[CH:16]=[C:17]2[C:42](=[CH:43][C:44]=1[CH3:45])[O:41][C:20]1([CH2:29][C:28]([CH3:31])([CH3:30])[C:27]3[C:22](=[CH:23][C:24]([CH3:40])=[C:25]([O:32][CH2:33][CH2:34][N:3]4[C:2]([CH3:1])=[CH:6][C:5]([CH3:7])=[N:4]4)[CH:26]=3)[O:21]1)[CH2:19][C:18]2([CH3:46])[CH3:47])(=[O:12])=[O:13]. (7) The reactants are [NH2:1][C:2]1[CH:7]=[C:6]([CH3:8])[CH:5]=[C:4]([O:9][CH2:10][CH2:11][C:12]2[CH:17]=[CH:16][C:15]([C:18]#[N:19])=[CH:14][CH:13]=2)[CH:3]=1.[C:20]([O:24][CH2:25][CH3:26])(=[O:23])[CH:21]=[CH2:22].C(O)(=O)C. No catalyst specified. The product is [C:18]([C:15]1[CH:14]=[CH:13][C:12]([CH2:11][CH2:10][O:9][C:4]2[CH:3]=[C:2]([NH:1][CH:21]([CH3:22])[C:20]([O:24][CH2:25][CH3:26])=[O:23])[CH:7]=[C:6]([CH3:8])[CH:5]=2)=[CH:17][CH:16]=1)#[N:19]. The yield is 0.290.